This data is from Full USPTO retrosynthesis dataset with 1.9M reactions from patents (1976-2016). The task is: Predict the reactants needed to synthesize the given product. (1) Given the product [CH2:28]([N:30]1[CH:34]=[C:33]([C:2]2[CH:11]=[C:10]3[C:5]([CH:6]=[CH:7][CH:8]=[N:9]3)=[C:4]([O:12][CH2:13][C@:14]3([F:27])[CH2:19][CH2:18][CH2:17][N:16]([C:20]([O:22][C:23]([CH3:26])([CH3:25])[CH3:24])=[O:21])[CH2:15]3)[N:3]=2)[CH:32]=[N:31]1)[CH3:29], predict the reactants needed to synthesize it. The reactants are: Cl[C:2]1[CH:11]=[C:10]2[C:5]([CH:6]=[CH:7][CH:8]=[N:9]2)=[C:4]([O:12][CH2:13][C@:14]2([F:27])[CH2:19][CH2:18][CH2:17][N:16]([C:20]([O:22][C:23]([CH3:26])([CH3:25])[CH3:24])=[O:21])[CH2:15]2)[N:3]=1.[CH2:28]([N:30]1[CH:34]=[C:33](B2OC(C)(C)C(C)(C)O2)[CH:32]=[N:31]1)[CH3:29].C(=O)([O-])[O-].[Cs+].[Cs+]. (2) Given the product [C:1]([N:9]1[C:14](=[O:15])[C:13]([I:16])=[CH:12][N:11]([CH2:17][CH2:18][CH2:19][N:32]2[CH2:33][C@H:34]3[C@:30]([C:27]4[CH:26]=[CH:25][C:24]([C:23]([F:22])([F:37])[F:36])=[CH:29][CH:28]=4)([CH2:35]3)[CH2:31]2)[C:10]1=[O:21])(=[O:8])[C:2]1[CH:7]=[CH:6][CH:5]=[CH:4][CH:3]=1, predict the reactants needed to synthesize it. The reactants are: [C:1]([N:9]1[C:14](=[O:15])[C:13]([I:16])=[CH:12][N:11]([CH2:17][CH2:18][CH:19]=O)[C:10]1=[O:21])(=[O:8])[C:2]1[CH:7]=[CH:6][CH:5]=[CH:4][CH:3]=1.[F:22][C:23]([F:37])([F:36])[C:24]1[CH:29]=[CH:28][C:27]([C@:30]23[CH2:35][C@H:34]2[CH2:33][NH:32][CH2:31]3)=[CH:26][CH:25]=1.CC(O)=O.[BH-](OC(C)=O)(OC(C)=O)OC(C)=O.[Na+].